From a dataset of Merck oncology drug combination screen with 23,052 pairs across 39 cell lines. Regression. Given two drug SMILES strings and cell line genomic features, predict the synergy score measuring deviation from expected non-interaction effect. (1) Drug 1: CS(=O)(=O)CCNCc1ccc(-c2ccc3ncnc(Nc4ccc(OCc5cccc(F)c5)c(Cl)c4)c3c2)o1. Drug 2: CC1(c2nc3c(C(N)=O)cccc3[nH]2)CCCN1. Cell line: HCT116. Synergy scores: synergy=-1.10. (2) Drug 1: Cn1nnc2c(C(N)=O)ncn2c1=O. Drug 2: O=C(O)C1(Cc2cccc(Nc3nccs3)n2)CCC(Oc2cccc(Cl)c2F)CC1. Cell line: A2058. Synergy scores: synergy=-7.44. (3) Drug 1: N.N.O=C(O)C1(C(=O)O)CCC1.[Pt]. Drug 2: COC1=C2CC(C)CC(OC)C(O)C(C)C=C(C)C(OC(N)=O)C(OC)C=CC=C(C)C(=O)NC(=CC1=O)C2=O. Cell line: SKMES1. Synergy scores: synergy=-7.94. (4) Drug 1: CCC1(O)CC2CN(CCc3c([nH]c4ccccc34)C(C(=O)OC)(c3cc4c(cc3OC)N(C)C3C(O)(C(=O)OC)C(OC(C)=O)C5(CC)C=CCN6CCC43C65)C2)C1. Drug 2: C#Cc1cccc(Nc2ncnc3cc(OCCOC)c(OCCOC)cc23)c1. Cell line: COLO320DM. Synergy scores: synergy=15.2. (5) Drug 1: COc1cc(C2c3cc4c(cc3C(OC3OC5COC(C)OC5C(O)C3O)C3COC(=O)C23)OCO4)cc(OC)c1O. Drug 2: C#Cc1cccc(Nc2ncnc3cc(OCCOC)c(OCCOC)cc23)c1. Cell line: VCAP. Synergy scores: synergy=41.9. (6) Drug 1: COc1cc(C2c3cc4c(cc3C(OC3OC5COC(C)OC5C(O)C3O)C3COC(=O)C23)OCO4)cc(OC)c1O. Drug 2: CCN(CC)CCNC(=O)c1c(C)[nH]c(C=C2C(=O)Nc3ccc(F)cc32)c1C. Cell line: MSTO. Synergy scores: synergy=-15.1. (7) Drug 1: O=C(O)C1(Cc2cccc(Nc3nccs3)n2)CCC(Oc2cccc(Cl)c2F)CC1. Drug 2: C#Cc1cccc(Nc2ncnc3cc(OCCOC)c(OCCOC)cc23)c1. Cell line: UWB1289. Synergy scores: synergy=36.6. (8) Drug 1: CCC1=CC2CN(C1)Cc1c([nH]c3ccccc13)C(C(=O)OC)(c1cc3c(cc1OC)N(C)C1C(O)(C(=O)OC)C(OC(C)=O)C4(CC)C=CCN5CCC31C54)C2. Drug 2: C=CCn1c(=O)c2cnc(Nc3ccc(N4CCN(C)CC4)cc3)nc2n1-c1cccc(C(C)(C)O)n1. Cell line: CAOV3. Synergy scores: synergy=-13.7.